From a dataset of Full USPTO retrosynthesis dataset with 1.9M reactions from patents (1976-2016). Predict the reactants needed to synthesize the given product. (1) The reactants are: [NH2:1][C:2]1[CH:7]=[C:6](OC)[CH:5]=[CH:4][C:3]=1[C:10]([C:12]1[CH:17]=[CH:16][CH:15]=[CH:14][C:13]=1[F:18])=[O:11].[F:19]C1C=C(N)C=CC=1.FC1C=CC=CC=1C#N. Given the product [NH2:1][C:2]1[CH:7]=[C:6]([F:19])[CH:5]=[CH:4][C:3]=1[C:10]([C:12]1[CH:17]=[CH:16][CH:15]=[CH:14][C:13]=1[F:18])=[O:11], predict the reactants needed to synthesize it. (2) Given the product [NH2:1][C:2]1[C:3]([F:16])=[C:4]([N:9]([CH2:19][C:20]2[CH:25]=[CH:24][CH:23]=[CH:22][CH:21]=2)[S:10]([CH2:13][CH2:14][CH3:15])(=[O:12])=[O:11])[CH:5]=[CH:6][C:7]=1[F:8], predict the reactants needed to synthesize it. The reactants are: [NH2:1][C:2]1[C:3]([F:16])=[C:4]([NH:9][S:10]([CH2:13][CH2:14][CH3:15])(=[O:12])=[O:11])[CH:5]=[CH:6][C:7]=1[F:8].[H-].[Na+].[CH2:19](Br)[C:20]1[CH:25]=[CH:24][CH:23]=[CH:22][CH:21]=1.[Cl-].[NH4+]. (3) Given the product [CH2:29]([O:28][C:26](=[O:27])[CH:25]=[C:13]1[CH2:14][CH2:15][N:10]([C:8]([O:7][C:3]([CH3:6])([CH3:5])[CH3:4])=[O:9])[CH2:11][CH2:12]1)[CH3:30], predict the reactants needed to synthesize it. The reactants are: [H-].[Na+].[C:3]([O:7][C:8]([N:10]1[CH2:15][CH2:14][C:13](=O)[CH2:12][CH2:11]1)=[O:9])([CH3:6])([CH3:5])[CH3:4].C(OP([CH2:25][C:26]([O:28][CH2:29][CH3:30])=[O:27])(OCC)=O)C. (4) Given the product [CH3:1][C:2]1[N:3]([CH2:25][C:26]([OH:28])=[O:27])[C:4]2[CH2:5][C:6]([CH3:24])([CH3:23])[CH2:7][C:8](=[O:22])[C:9]=2[C:10]=1[S:11](=[O:20])(=[O:21])[N:12]([CH3:19])[C:13]1[CH:18]=[CH:17][CH:16]=[CH:15][CH:14]=1, predict the reactants needed to synthesize it. The reactants are: [CH3:1][C:2]1[N:3]([CH2:25][C:26]([O:28]CC)=[O:27])[C:4]2[CH2:5][C:6]([CH3:24])([CH3:23])[CH2:7][C:8](=[O:22])[C:9]=2[C:10]=1[S:11](=[O:21])(=[O:20])[N:12]([CH3:19])[C:13]1[CH:18]=[CH:17][CH:16]=[CH:15][CH:14]=1.[OH-].[Na+]. (5) The reactants are: C([O:3][C:4]([C:6]1[CH:10]=[C:9]([C:11]2[CH:16]=[CH:15][C:14]([C:17]([F:20])([F:19])[F:18])=[CH:13][CH:12]=2)[NH:8][N:7]=1)=O)C.[H-].[Al+3].[Li+].[H-].[H-].[H-].O.[OH-].[Na+]. Given the product [F:20][C:17]([F:18])([F:19])[C:14]1[CH:13]=[CH:12][C:11]([C:9]2[NH:8][N:7]=[C:6]([CH2:4][OH:3])[CH:10]=2)=[CH:16][CH:15]=1, predict the reactants needed to synthesize it.